From a dataset of TCR-epitope binding with 47,182 pairs between 192 epitopes and 23,139 TCRs. Binary Classification. Given a T-cell receptor sequence (or CDR3 region) and an epitope sequence, predict whether binding occurs between them. (1) The epitope is NLVPMVATV. The TCR CDR3 sequence is CASSLSEGWIYEQFF. Result: 1 (the TCR binds to the epitope). (2) The epitope is SEPVLKGVKL. The TCR CDR3 sequence is CATSDLELVGAFF. Result: 1 (the TCR binds to the epitope). (3) The TCR CDR3 sequence is CSVVGLESSYEQYF. Result: 0 (the TCR does not bind to the epitope). The epitope is ISDYDYYRY. (4) The epitope is TAFTIPSI. The TCR CDR3 sequence is CASRKWNGELFF. Result: 1 (the TCR binds to the epitope).